Dataset: Forward reaction prediction with 1.9M reactions from USPTO patents (1976-2016). Task: Predict the product of the given reaction. (1) Given the reactants [CH3:1][C:2]1[N:3]=[CH:4][N:5]([C:7]2[CH:12]=[CH:11][CH:10]=[C:9]([N+:13]([O-])=O)[CH:8]=2)[CH:6]=1, predict the reaction product. The product is: [CH3:1][C:2]1[N:3]=[CH:4][N:5]([C:7]2[CH:8]=[C:9]([CH:10]=[CH:11][CH:12]=2)[NH2:13])[CH:6]=1. (2) Given the reactants [O:1]1[C:10]2[C:5](=[CH:6][CH:7]=[CH:8][CH:9]=2)[C:4](=O)[CH2:3][CH2:2]1.C(C1C=C2C([C:20](=[O:26])CCO2)=CC=1)(C)(C)C.[NH3:27], predict the reaction product. The product is: [CH3:20][O:26][N:27]=[C:4]1[C:5]2[C:10](=[CH:9][CH:8]=[CH:7][CH:6]=2)[O:1][CH2:2][CH2:3]1. (3) The product is: [Cl:31][C:32]1[N:33]=[CH:34][N:35]=[C:36]([O:1][C:2]2[C:11]3[C:6](=[CH:7][CH:8]=[CH:9][CH:10]=3)[C:5]([NH:12][C:13](=[O:19])[O:14][C:15]([CH3:16])([CH3:18])[CH3:17])=[CH:4][CH:3]=2)[C:37]=1[N+:38]([O-:40])=[O:39]. Given the reactants [OH:1][C:2]1[C:11]2[C:6](=[CH:7][CH:8]=[CH:9][CH:10]=2)[C:5]([NH:12][C:13](=[O:19])[O:14][C:15]([CH3:18])([CH3:17])[CH3:16])=[CH:4][CH:3]=1.C1CCN2C(=NCCC2)CC1.[Cl:31][C:32]1[C:37]([N+:38]([O-:40])=[O:39])=[C:36](Cl)[N:35]=[CH:34][N:33]=1, predict the reaction product.